From a dataset of Full USPTO retrosynthesis dataset with 1.9M reactions from patents (1976-2016). Predict the reactants needed to synthesize the given product. (1) Given the product [NH2:20][C:18]1[N:17]=[CH:16][N:15]=[C:14]2[N:13]([CH2:21][C@H:22]3[CH2:26][CH2:25][CH2:24][N:23]3[C:35](=[O:36])[CH2:34][C:32]#[N:33])[N:12]=[C:11]([C:8]3[CH:7]=[CH:6][C:5]([O:4][C:3]4[C:27]([F:31])=[CH:28][CH:29]=[CH:30][C:2]=4[F:1])=[CH:10][CH:9]=3)[C:19]=12, predict the reactants needed to synthesize it. The reactants are: [F:1][C:2]1[CH:30]=[CH:29][CH:28]=[C:27]([F:31])[C:3]=1[O:4][C:5]1[CH:10]=[CH:9][C:8]([C:11]2[C:19]3[C:14](=[N:15][CH:16]=[N:17][C:18]=3[NH2:20])[N:13]([CH2:21][C@H:22]3[CH2:26][CH2:25][CH2:24][NH:23]3)[N:12]=2)=[CH:7][CH:6]=1.[C:32]([CH2:34][C:35](O)=[O:36])#[N:33]. (2) Given the product [C:1]([C:3]1[CH:4]=[CH:5][C:6]2[O:10][C:9]([C:11]([C:17]3[C:25]([O:26][CH3:27])=[CH:24][C:23]([CH3:28])=[C:22]4[C:18]=3[CH:19]=[CH:20][N:21]4[C:29]([O:31][C:32]([CH3:35])([CH3:34])[CH3:33])=[O:30])([CH3:37])[C:12]([O:14][CH2:15][CH3:16])=[O:13])=[N:8][C:7]=2[CH:36]=1)#[N:2], predict the reactants needed to synthesize it. The reactants are: [C:1]([C:3]1[CH:4]=[CH:5][C:6]2[O:10][C:9]([CH:11]([C:17]3[C:25]([O:26][CH3:27])=[CH:24][C:23]([CH3:28])=[C:22]4[C:18]=3[CH:19]=[CH:20][N:21]4[C:29]([O:31][C:32]([CH3:35])([CH3:34])[CH3:33])=[O:30])[C:12]([O:14][CH2:15][CH3:16])=[O:13])=[N:8][C:7]=2[CH:36]=1)#[N:2].[CH3:37]I.[H-].[Na+].